From a dataset of Peptide-MHC class I binding affinity with 185,985 pairs from IEDB/IMGT. Regression. Given a peptide amino acid sequence and an MHC pseudo amino acid sequence, predict their binding affinity value. This is MHC class I binding data. (1) The peptide sequence is LYHFANYNF. The MHC is HLA-A02:01 with pseudo-sequence HLA-A02:01. The binding affinity (normalized) is 0.162. (2) The peptide sequence is KQWIIMGLNK. The MHC is HLA-B27:05 with pseudo-sequence HLA-B27:05. The binding affinity (normalized) is 0.